From a dataset of Merck oncology drug combination screen with 23,052 pairs across 39 cell lines. Regression. Given two drug SMILES strings and cell line genomic features, predict the synergy score measuring deviation from expected non-interaction effect. (1) Drug 1: CN(C)C(=N)N=C(N)N. Drug 2: O=C(O)C1(Cc2cccc(Nc3nccs3)n2)CCC(Oc2cccc(Cl)c2F)CC1. Cell line: OCUBM. Synergy scores: synergy=6.82. (2) Drug 1: CCC1(O)CC2CN(CCc3c([nH]c4ccccc34)C(C(=O)OC)(c3cc4c(cc3OC)N(C)C3C(O)(C(=O)OC)C(OC(C)=O)C5(CC)C=CCN6CCC43C65)C2)C1. Drug 2: CS(=O)(=O)CCNCc1ccc(-c2ccc3ncnc(Nc4ccc(OCc5cccc(F)c5)c(Cl)c4)c3c2)o1. Cell line: SW620. Synergy scores: synergy=5.97. (3) Drug 1: CC(=O)OC1C(=O)C2(C)C(O)CC3OCC3(OC(C)=O)C2C(OC(=O)c2ccccc2)C2(O)CC(OC(=O)C(O)C(NC(=O)c3ccccc3)c3ccccc3)C(C)=C1C2(C)C. Drug 2: NC1(c2ccc(-c3nc4ccn5c(=O)[nH]nc5c4cc3-c3ccccc3)cc2)CCC1. Cell line: DLD1. Synergy scores: synergy=36.8. (4) Drug 1: CCC1=CC2CN(C1)Cc1c([nH]c3ccccc13)C(C(=O)OC)(c1cc3c(cc1OC)N(C)C1C(O)(C(=O)OC)C(OC(C)=O)C4(CC)C=CCN5CCC31C54)C2. Drug 2: Cn1cc(-c2cnn3c(N)c(Br)c(C4CCCNC4)nc23)cn1. Cell line: SKMEL30. Synergy scores: synergy=26.5.